Dataset: Full USPTO retrosynthesis dataset with 1.9M reactions from patents (1976-2016). Task: Predict the reactants needed to synthesize the given product. (1) Given the product [Cl:28][CH2:27][CH:29]([OH:31])[CH2:30][N:21]1[CH2:20][CH2:19][C:18]2[C:23](=[CH:24][CH:25]=[CH:26][C:17]=2[NH:16][C:14](=[O:15])[CH2:13][C:5]2[CH:6]=[CH:7][C:8]([C:9]([F:10])([F:12])[F:11])=[C:3]([F:2])[CH:4]=2)[CH2:22]1, predict the reactants needed to synthesize it. The reactants are: Cl.[F:2][C:3]1[CH:4]=[C:5]([CH2:13][C:14]([NH:16][C:17]2[CH:26]=[CH:25][CH:24]=[C:23]3[C:18]=2[CH2:19][CH2:20][NH:21][CH2:22]3)=[O:15])[CH:6]=[CH:7][C:8]=1[C:9]([F:12])([F:11])[F:10].[CH2:27]([CH:29]1[O:31][CH2:30]1)[Cl:28].[F-].[K+].C(=O)([O-])[O-].[K+].[K+].CC(C)=O. (2) The reactants are: CS(C)=O.C(Cl)(=O)C(Cl)=O.[OH:11][CH2:12][C:13]1[CH:18]=[CH:17][CH:16]=[C:15]([O:19][CH3:20])[C:14]=1[CH2:21][OH:22].C(N(CC)CC)C. Given the product [CH3:20][O:19][C:15]1[CH:16]=[CH:17][CH:18]=[C:13]([CH:12]=[O:11])[C:14]=1[CH:21]=[O:22], predict the reactants needed to synthesize it. (3) Given the product [F:31][C:21]([F:20])([F:30])[CH2:22][CH2:23][S:24]([CH:27]([CH2:18][CH2:17][CH2:16][CH2:15][CH2:14][CH2:13][C:12]#[CH:11])[C:28]#[N:29])(=[O:25])=[O:26], predict the reactants needed to synthesize it. The reactants are: C1(C)C=CC(S(O[CH2:11][CH2:12][CH2:13][CH2:14][CH2:15][CH2:16][C:17]#[CH:18])(=O)=O)=CC=1.[F:20][C:21]([F:31])([F:30])[CH2:22][CH2:23][S:24]([CH2:27][C:28]#[N:29])(=[O:26])=[O:25].C(=O)([O-])[O-].[K+].[K+].Cl. (4) Given the product [N:3]1[CH:8]=[C:7]([C:9]([NH:11][C@@:12]2([C:17]([OH:19])=[O:18])[CH2:16][CH2:15][O:14][CH2:13]2)=[O:10])[CH:6]=[N:5][CH:4]=1, predict the reactants needed to synthesize it. The reactants are: [OH-].[Na+].[N:3]1[CH:8]=[C:7]([C:9]([NH:11][C@@:12]2([C:17]([O:19]CCC3C=CC=CC=3)=[O:18])[CH2:16][CH2:15][O:14][CH2:13]2)=[O:10])[CH:6]=[N:5][CH:4]=1.Cl. (5) Given the product [CH3:16][N:14]([CH3:15])[C:12]1[C:11]([C:17]([F:19])([F:20])[F:18])=[CH:10][C:9]2[NH:21][C:22](=[O:38])[CH2:23][C:24]([C:26]3[CH:31]=[CH:30][CH:29]=[C:28]([C:32]4[O:36][N:35]=[C:34]([CH3:37])[CH:33]=4)[CH:27]=3)=[N:7][C:8]=2[CH:13]=1, predict the reactants needed to synthesize it. The reactants are: C(OC(=O)[NH:7][C:8]1[CH:13]=[C:12]([N:14]([CH3:16])[CH3:15])[C:11]([C:17]([F:20])([F:19])[F:18])=[CH:10][C:9]=1[NH:21][C:22](=[O:38])[CH2:23][C:24]([C:26]1[CH:31]=[CH:30][CH:29]=[C:28]([C:32]2[O:36][N:35]=[C:34]([CH3:37])[CH:33]=2)[CH:27]=1)=O)(C)(C)C.C(O)(C(F)(F)F)=O. (6) Given the product [C:17]([C:8]1[C:7]2[C:16]3=[C:15]4[C:4](=[CH:5][CH:6]=2)[CH:3]=[CH:2][CH:1]=[C:14]4[CH:13]=[CH:12][C:11]3=[CH:10][CH:9]=1)([CH3:20])([CH3:19])[CH3:18], predict the reactants needed to synthesize it. The reactants are: [CH:1]1[C:14]2[C:15]3=[C:16]4[C:11](=[CH:12][CH:13]=2)[CH:10]=[CH:9][CH:8]=[C:7]4[CH:6]=[CH:5][C:4]3=[CH:3][CH:2]=1.[C:17](Cl)([CH3:20])([CH3:19])[CH3:18].[Cl-].[Al+3].[Cl-].[Cl-].